Dataset: Catalyst prediction with 721,799 reactions and 888 catalyst types from USPTO. Task: Predict which catalyst facilitates the given reaction. Reactant: [OH:1][C:2]([CH3:41])([CH3:40])[CH2:3][CH2:4][O:5][C:6]1[CH:11]=[CH:10][C:9]([C:12]2[C:13]3[CH:20]=[C:19]([CH2:21][O:22][C:23]4[CH:28]=[CH:27][C:26]([C@@H:29]([C:36]#[C:37][CH3:38])[CH2:30][C:31]([O:33]CC)=[O:32])=[CH:25][CH:24]=4)[CH:18]=[CH:17][C:14]=3[S:15][CH:16]=2)=[C:8]([CH3:39])[CH:7]=1.[Li+].[OH-].Cl. Product: [OH:1][C:2]([CH3:41])([CH3:40])[CH2:3][CH2:4][O:5][C:6]1[CH:11]=[CH:10][C:9]([C:12]2[C:13]3[CH:20]=[C:19]([CH2:21][O:22][C:23]4[CH:24]=[CH:25][C:26]([C@@H:29]([C:36]#[C:37][CH3:38])[CH2:30][C:31]([OH:33])=[O:32])=[CH:27][CH:28]=4)[CH:18]=[CH:17][C:14]=3[S:15][CH:16]=2)=[C:8]([CH3:39])[CH:7]=1. The catalyst class is: 14.